This data is from Forward reaction prediction with 1.9M reactions from USPTO patents (1976-2016). The task is: Predict the product of the given reaction. (1) Given the reactants [CH3:1][C:2]1[C:6]([CH:7]([OH:36])[C:8]2[O:9][C:10]3[CH:16]=[CH:15][C:14]([CH2:17][C:18]([NH:20][CH:21]([C:28]4[CH:33]=[CH:32][C:31]([CH3:34])=[CH:30][C:29]=4[CH3:35])[C:22]4[CH:27]=[CH:26][CH:25]=[CH:24][CH:23]=4)=[O:19])=[CH:13][C:11]=3[CH:12]=2)=[C:5]([CH3:37])[O:4][N:3]=1.[H-].[Na+].Br[CH2:41][C:42]([O:44]CC)=[O:43].O, predict the reaction product. The product is: [CH3:1][C:2]1[C:6]([CH:7]([C:8]2[O:9][C:10]3[CH:16]=[CH:15][C:14]([CH2:17][C:18]([NH:20][CH:21]([C:28]4[CH:33]=[CH:32][C:31]([CH3:34])=[CH:30][C:29]=4[CH3:35])[C:22]4[CH:27]=[CH:26][CH:25]=[CH:24][CH:23]=4)=[O:19])=[CH:13][C:11]=3[CH:12]=2)[O:36][CH2:41][C:42]([OH:44])=[O:43])=[C:5]([CH3:37])[O:4][N:3]=1. (2) Given the reactants Br[C:2]1[CH:7]=[CH:6][C:5]([F:8])=[CH:4][N:3]=1.C([Li])(CC)C.[CH3:14][C:15](N(C)C)=[O:16], predict the reaction product. The product is: [C:15]([C:2]1[CH:7]=[CH:6][C:5]([F:8])=[CH:4][N:3]=1)(=[O:16])[CH3:14]. (3) Given the reactants [CH3:1][O:2][C:3]1([C:7]2[CH:14]=[CH:13][C:10]([C:11]#[N:12])=[CH:9][CH:8]=2)[CH2:6][O:5][CH2:4]1.Cl.[NH2:16][OH:17].C(N(CC)CC)C, predict the reaction product. The product is: [OH:17][N:16]=[C:11]([C:10]1[CH:9]=[CH:8][C:7]([C:3]2([O:2][CH3:1])[CH2:6][O:5][CH2:4]2)=[CH:14][CH:13]=1)[NH2:12]. (4) The product is: [C@H:14]1([NH:13][C:6]2[CH:5]=[CH:4][C:3]3[C:8](=[CH:9][CH:10]=[CH:11][C:2]=3[C:27]3[CH:28]=[CH:29][CH:30]=[C:31]4[C:26]=3[CH:25]=[CH:24][NH:23]4)[N:7]=2)[C:22]2[C:17](=[CH:18][CH:19]=[CH:20][CH:21]=2)[CH2:16][CH2:15]1. Given the reactants I[C:2]1[CH:11]=[CH:10][CH:9]=[C:8]2[C:3]=1[CH:4]=[CH:5][C:6](Cl)=[N:7]2.[NH2:13][C@H:14]1[C:22]2[C:17](=[CH:18][CH:19]=[CH:20][CH:21]=2)[CH2:16][CH2:15]1.[NH:23]1[C:31]2[CH:30]=[CH:29][CH:28]=[C:27](B(O)O)[C:26]=2[CH:25]=[CH:24]1, predict the reaction product. (5) Given the reactants [CH2:1]([O:3][C:4](=[O:16])[CH2:5][O:6][C:7]1[CH:15]=[CH:14][C:10]([C:11]([OH:13])=O)=[CH:9][CH:8]=1)[CH3:2].C1N=CN(C(N2C=NC=C2)=O)C=1.[C:29]([O:35][CH2:36][C:37]1[CH:42]=[CH:41][CH:40]=[CH:39][CH:38]=1)(=[O:34])[CH2:30]C([O-])=O.[K+].[Cl-].[Mg+2].[Cl-].Cl, predict the reaction product. The product is: [CH2:36]([O:35][C:29](=[O:34])[CH2:30][C:11]([C:10]1[CH:9]=[CH:8][C:7]([O:6][CH2:5][C:4]([O:3][CH2:1][CH3:2])=[O:16])=[CH:15][CH:14]=1)=[O:13])[C:37]1[CH:42]=[CH:41][CH:40]=[CH:39][CH:38]=1. (6) Given the reactants [NH2:1][C@@H:2]([C:5]([CH3:13])=[CH:6][C:7]1[CH:12]=[CH:11][CH:10]=[CH:9][CH:8]=1)[CH2:3][OH:4], predict the reaction product. The product is: [NH2:1][C@@H:2]([CH:5]([CH3:13])[CH2:6][C:7]1[CH:12]=[CH:11][CH:10]=[CH:9][CH:8]=1)[CH2:3][OH:4]. (7) Given the reactants Cl[C:2]1[C:7]([C:8]([F:11])([F:10])[F:9])=[CH:6][N:5]=[C:4]([NH:12][C:13]2[CH:18]=[CH:17][CH:16]=[C:15]([P:19]([CH2:24][CH2:25][CH3:26])([CH2:21][CH2:22][CH3:23])=[O:20])[CH:14]=2)[N:3]=1.[NH2:27][C:28]1[CH:29]=[CH:30][C:31]([C@H:39]2[CH2:44][CH2:43][C@H:42]([OH:45])[CH2:41][CH2:40]2)=[C:32]2[C:36]=1[C:35](=[O:37])[N:34]([CH3:38])[CH2:33]2, predict the reaction product. The product is: [CH2:21]([P:19]([C:15]1[CH:14]=[C:13]([NH:12][C:4]2[N:3]=[C:2]([NH:27][C:28]3[CH:29]=[CH:30][C:31]([C@H:39]4[CH2:44][CH2:43][C@H:42]([OH:45])[CH2:41][CH2:40]4)=[C:32]4[C:36]=3[C:35](=[O:37])[N:34]([CH3:38])[CH2:33]4)[C:7]([C:8]([F:11])([F:10])[F:9])=[CH:6][N:5]=2)[CH:18]=[CH:17][CH:16]=1)([CH2:24][CH2:25][CH3:26])=[O:20])[CH2:22][CH3:23].